This data is from Forward reaction prediction with 1.9M reactions from USPTO patents (1976-2016). The task is: Predict the product of the given reaction. (1) Given the reactants [Cl:1][C:2]1[C:11]2[C:6](=[CH:7][C:8]([O:20][CH3:21])=[CH:9][C:10]=2[O:12][CH:13]2[CH2:18][CH2:17][N:16]([CH3:19])[CH2:15][CH2:14]2)[N:5]=[CH:4][N:3]=1.[Cl:22][C:23]1[CH:32]=[CH:31][CH:30]=[C:29]2[C:24]=1[CH:25]=[CH:26][CH:27]=[C:28]2[NH2:33].Cl, predict the reaction product. The product is: [ClH:1].[ClH:22].[Cl:22][C:23]1[CH:32]=[CH:31][CH:30]=[C:29]2[C:24]=1[CH:25]=[CH:26][CH:27]=[C:28]2[NH:33][C:2]1[C:11]2[C:6](=[CH:7][C:8]([O:20][CH3:21])=[CH:9][C:10]=2[O:12][CH:13]2[CH2:18][CH2:17][N:16]([CH3:19])[CH2:15][CH2:14]2)[N:5]=[CH:4][N:3]=1. (2) Given the reactants [Br:1][C:2]1[CH:3]=[C:4]([C:21]([OH:23])=O)[CH:5]=[C:6]2[C:11]=1[O:10][C:9]([CH3:13])([CH3:12])[CH:8]=[C:7]2[C:14]1[CH:19]=[CH:18][C:17]([CH3:20])=[CH:16][CH:15]=1.[CH2:24]([O:26][C:27](=[O:35])[C:28]1[CH:33]=[CH:32][C:31]([NH2:34])=[CH:30][CH:29]=1)[CH3:25].C(N=C=NCCCN(C)C)C, predict the reaction product. The product is: [Br:1][C:2]1[CH:3]=[C:4]([C:21]([NH:34][C:31]2[CH:30]=[CH:29][C:28]([C:27]([O:26][CH2:24][CH3:25])=[O:35])=[CH:33][CH:32]=2)=[O:23])[CH:5]=[C:6]2[C:11]=1[O:10][C:9]([CH3:12])([CH3:13])[CH:8]=[C:7]2[C:14]1[CH:19]=[CH:18][C:17]([CH3:20])=[CH:16][CH:15]=1. (3) The product is: [O:19]=[C:6]1[CH:7]=[CH:8][C:9]2[C:14](=[CH:13][C:12]([C:15]([F:18])([F:16])[F:17])=[CH:11][N:10]=2)[N:5]1[CH2:4][CH:3]=[O:2]. Given the reactants C[O:2][CH:3](OC)[CH2:4][N:5]1[C:14]2[C:9](=[N:10][CH:11]=[C:12]([C:15]([F:18])([F:17])[F:16])[CH:13]=2)[CH:8]=[CH:7][C:6]1=[O:19].C(Cl)(Cl)Cl, predict the reaction product. (4) Given the reactants [C:1](=[O:4])([O-])[O-].[K+].[K+].[CH2:7]([C:10]1[CH:15]=[CH:14][CH:13]=[C:12]([C:16]([CH3:19])([CH3:18])[CH3:17])[C:11]=1[O:20][CH2:21][C:22]1[CH:27]=[CH:26][CH:25]=[CH:24][CH:23]=1)C=C.O.[C:29]([OH:33])(C)(C)C, predict the reaction product. The product is: [CH2:21]([O:20][C:11]1[C:12]([C:16]([CH3:19])([CH3:18])[CH3:17])=[CH:13][CH:14]=[CH:15][C:10]=1[CH2:7][CH:1]([OH:4])[CH2:29][OH:33])[C:22]1[CH:27]=[CH:26][CH:25]=[CH:24][CH:23]=1.